From a dataset of Reaction yield outcomes from USPTO patents with 853,638 reactions. Predict the reaction yield, written as a fraction of the theoretical maximum amount of product (1.0 means a 100% yield; for example, 0.34 means a 34% yield). (1) The yield is 0.910. The product is [CH3:14][O:4][C:3](=[O:5])[C:2]([CH3:1])=[CH:6][CH2:7][CH3:8]. No catalyst specified. The reactants are [CH3:1][C:2](=[CH:6][CH2:7][CH3:8])[C:3]([OH:5])=[O:4].S(=O)(=O)(O)O.[CH3:14]O. (2) The reactants are C1(S([N:10]2[C:14]3[CH:15]=[N:16][C:17]([C:21]#[N:22])=[C:18]([CH2:19][CH3:20])[C:13]=3[C:12]3[CH:23]=[CH:24][CH:25]=[N:26][C:11]2=3)(=O)=O)C=CC=CC=1.C(Cl)Cl.N. The catalyst is CO. The product is [CH2:19]([C:18]1[C:13]2[C:12]3[CH:23]=[CH:24][CH:25]=[N:26][C:11]=3[NH:10][C:14]=2[CH:15]=[N:16][C:17]=1[C:21]#[N:22])[CH3:20]. The yield is 0.810. (3) The catalyst is C1COCC1. The product is [C:18]([O:17][C:15]([C:1]1[CH:2]=[C:3]([C:11]([OH:13])=[O:12])[CH:4]=[C:5]([CH:6]=1)[C:7]([OH:9])=[O:8])=[O:16])([CH3:21])([CH3:19])[CH3:20]. The reactants are [C:1]1([C:15]([O:17][C:18]([CH3:21])([CH3:20])[CH3:19])=[O:16])[CH:6]=[C:5]([C:7]([O:9]C)=[O:8])[CH:4]=[C:3]([C:11]([O:13]C)=[O:12])[CH:2]=1.[OH-].[Na+].Cl. The yield is 0.950. (4) The reactants are [C:1]1([OH:7])[CH:6]=[CH:5][CH:4]=[CH:3][CH:2]=1.C(=O)([O-])[O-].[K+].[K+].[Br:14][CH2:15][CH2:16][CH2:17]Br. The catalyst is CC(C)=O. The product is [Br:14][CH2:15][CH2:16][CH2:17][O:7][C:1]1[CH:6]=[CH:5][CH:4]=[CH:3][CH:2]=1. The yield is 0.900. (5) The reactants are C([N:8]1[CH2:13][CH2:12][C:11](=[CH:14][CH2:15][CH2:16][CH3:17])[CH2:10][CH2:9]1)C1C=CC=CC=1.Cl.CCCCCCC.CCOC(C)=O. The catalyst is [Pd].C(O)C. The product is [CH2:14]([CH:11]1[CH2:12][CH2:13][NH:8][CH2:9][CH2:10]1)[CH2:15][CH2:16][CH3:17]. The yield is 0.330. (6) The reactants are [Cl:1][C:2]1[N:11]=[C:10]([N:12]2[CH2:16][CH2:15][C@@H:14]([NH2:17])[CH2:13]2)[C:9]2[C:4](=[CH:5][C:6]([CH3:18])=[CH:7][CH:8]=2)[N:3]=1.CCN(CC)CC.Cl[C:27]([O:29][CH2:30][C:31]([CH3:34])([CH3:33])[CH3:32])=[O:28]. The catalyst is C1COCC1. The product is [Cl:1][C:2]1[N:11]=[C:10]([N:12]2[CH2:16][CH2:15][C@@H:14]([NH:17][C:27](=[O:28])[O:29][CH2:30][C:31]([CH3:34])([CH3:33])[CH3:32])[CH2:13]2)[C:9]2[C:4](=[CH:5][C:6]([CH3:18])=[CH:7][CH:8]=2)[N:3]=1. The yield is 0.700. (7) The reactants are C(OC1C=CN([CH2:15][C:16]([C:18]2[CH:23]=[CH:22][C:21]([CH2:24][OH:25])=[CH:20][C:19]=2[CH3:26])=[O:17])C(=O)C=1)C1C=CC=CC=1.[Cl:28][C:29]1[CH:30]=[CH:31][C:32]([CH2:35][O:36][C:37]2[CH:42]=[CH:41][NH:40][C:39](=[O:43])[CH:38]=2)=[N:33][CH:34]=1. No catalyst specified. The product is [Cl:28][C:29]1[CH:30]=[CH:31][C:32]([CH2:35][O:36][C:37]2[CH:42]=[CH:41][N:40]([CH2:15][C:16]([C:18]3[CH:23]=[CH:22][C:21]([CH2:24][OH:25])=[CH:20][C:19]=3[CH3:26])=[O:17])[C:39](=[O:43])[CH:38]=2)=[N:33][CH:34]=1. The yield is 0.990. (8) The reactants are [CH3:1][C:2]1[C:10]([CH3:11])=[CH:9][C:5]2[N:6]=[CH:7][NH:8][C:4]=2[CH:3]=1.C(=O)([O-])[O-].[K+].[K+].Br[CH2:19][CH2:20][CH2:21][CH2:22][CH2:23][B:24]([OH:26])[OH:25]. The catalyst is CN(C=O)C. The product is [CH3:1][C:2]1[C:10]([CH3:11])=[CH:9][C:5]2[N:6]([CH2:19][CH2:20][CH2:21][CH2:22][CH2:23][B:24]([OH:26])[OH:25])[CH:7]=[N:8][C:4]=2[CH:3]=1. The yield is 0.140. (9) The reactants are C([SiH](CC)CC)C.[CH2:8]([O:10][C:11]([C:13]1[NH:14][CH:15]=[C:16]([C:19](=O)[CH2:20][C:21]2[CH:26]=[CH:25][C:24]([Cl:27])=[CH:23][CH:22]=2)[C:17]=1[CH3:18])=[O:12])[CH3:9]. The catalyst is FC(F)(F)C(O)=O. The product is [CH2:8]([O:10][C:11]([C:13]1[NH:14][CH:15]=[C:16]([CH2:19][CH2:20][C:21]2[CH:26]=[CH:25][C:24]([Cl:27])=[CH:23][CH:22]=2)[C:17]=1[CH3:18])=[O:12])[CH3:9]. The yield is 0.460. (10) The reactants are [OH-].[K+].[CH2:3]([O:5][C:6](=[O:14])[CH:7]([F:13])[C:8]([O:10]CC)=[O:9])C. The catalyst is CO. The product is [CH3:3][O:5][C:6](=[O:14])[CH:7]([F:13])[C:8]([OH:10])=[O:9]. The yield is 0.770.